Dataset: Full USPTO retrosynthesis dataset with 1.9M reactions from patents (1976-2016). Task: Predict the reactants needed to synthesize the given product. (1) Given the product [CH2:1]([O:5][C:6]([N:8]1[CH2:9][CH2:10][N:11]([C:14](=[O:31])[CH2:15][NH:16][C:17]([C:19]2[CH:23]=[C:22]([O:24][C@@H:41]([C:40]([O:39][CH2:32][C:33]3[CH:38]=[CH:37][CH:36]=[CH:35][CH:34]=3)=[O:44])[CH3:42])[N:21]([C:25]3[CH:30]=[CH:29][CH:28]=[CH:27][CH:26]=3)[N:20]=2)=[O:18])[CH2:12][CH2:13]1)=[O:7])[CH2:2][CH2:3][CH3:4], predict the reactants needed to synthesize it. The reactants are: [CH2:1]([O:5][C:6]([N:8]1[CH2:13][CH2:12][N:11]([C:14](=[O:31])[CH2:15][NH:16][C:17]([C:19]2[CH:23]=[C:22]([OH:24])[N:21]([C:25]3[CH:30]=[CH:29][CH:28]=[CH:27][CH:26]=3)[N:20]=2)=[O:18])[CH2:10][CH2:9]1)=[O:7])[CH2:2][CH2:3][CH3:4].[CH2:32]([O:39][C:40](=[O:44])[C@@H:41](Br)[CH3:42])[C:33]1[CH:38]=[CH:37][CH:36]=[CH:35][CH:34]=1.C(=O)([O-])[O-].[Cs+].[Cs+]. (2) Given the product [C:1]12([CH2:11][C:12]([Cl:18])=[O:14])[CH2:10][CH:5]3[CH2:6][CH:7]([CH2:9][CH:3]([CH2:4]3)[CH2:2]1)[CH2:8]2, predict the reactants needed to synthesize it. The reactants are: [C:1]12([CH2:11][C:12]([OH:14])=O)[CH2:10][CH:5]3[CH2:6][CH:7]([CH2:9][CH:3]([CH2:4]3)[CH2:2]1)[CH2:8]2.C(Cl)(=O)C([Cl:18])=O. (3) Given the product [F:26][C:27]([F:32])([F:31])[CH2:28][NH:1][C:2]1[CH:7]=[CH:6][C:5]([N+:8]([O-:10])=[O:9])=[CH:4][C:3]=1[OH:11], predict the reactants needed to synthesize it. The reactants are: [NH2:1][C:2]1[CH:7]=[CH:6][C:5]([N+:8]([O-:10])=[O:9])=[CH:4][C:3]=1[OH:11].[BH4-].[Na+].C(=O)([O-])[O-].[K+].[K+].CCOC(C)=O.[F:26][C:27]([F:32])([F:31])[C:28](O)=O. (4) Given the product [CH3:14][O:13][C:10]1[CH:11]=[CH:12][C:7]([C:6]2[N:1]=[C:2]([CH3:3])[NH:4][N:5]=2)=[CH:8][CH:9]=1, predict the reactants needed to synthesize it. The reactants are: [NH:1]=[C:2]([NH:4][NH:5][C:6](=O)[C:7]1[CH:12]=[CH:11][C:10]([O:13][CH3:14])=[CH:9][CH:8]=1)[CH3:3]. (5) Given the product [Cl:19][C:17]1[CH:16]=[CH:15][C:14]2[N:8]([CH2:7][C:6]([CH3:52])([CH3:51])[CH2:5][OH:4])[C:9](=[O:50])[C@@H:10]([CH2:30][C:31]([NH:33][C:34]3[CH:35]=[C:36]([CH2:43][CH2:44][C:45]([OH:47])=[O:46])[CH:37]=[CH:38][C:39]=3[O:40][CH2:41][CH3:42])=[O:32])[O:11][C@H:12]([C:20]3[CH:25]=[CH:24][CH:23]=[C:22]([O:26][CH3:27])[C:21]=3[O:28][CH3:29])[C:13]=2[CH:18]=1, predict the reactants needed to synthesize it. The reactants are: C([O:4][CH2:5][C:6]([CH3:52])([CH3:51])[CH2:7][N:8]1[C:14]2[CH:15]=[CH:16][C:17]([Cl:19])=[CH:18][C:13]=2[C@@H:12]([C:20]2[CH:25]=[CH:24][CH:23]=[C:22]([O:26][CH3:27])[C:21]=2[O:28][CH3:29])[O:11][C@H:10]([CH2:30][C:31]([NH:33][C:34]2[CH:35]=[C:36]([CH2:43][CH2:44][C:45]([O:47]CC)=[O:46])[CH:37]=[CH:38][C:39]=2[O:40][CH2:41][CH3:42])=[O:32])[C:9]1=[O:50])(=O)C.[OH-].[Na+].C(O)C. (6) Given the product [Cl:1][C:2]1[CH:3]=[C:4]([N:8]([CH2:9][C:10]2[C:19]3[C:14](=[C:15]([F:20])[CH:16]=[CH:17][CH:18]=3)[NH:13][C:12](=[O:21])[CH:11]=2)[C:23]2[C:32]3[C:27](=[CH:28][CH:29]=[CH:30][CH:31]=3)[CH:26]=[CH:25][N:24]=2)[CH:5]=[CH:6][CH:7]=1, predict the reactants needed to synthesize it. The reactants are: [Cl:1][C:2]1[CH:3]=[C:4]([NH:8][CH2:9][C:10]2[C:19]3[C:14](=[C:15]([F:20])[CH:16]=[CH:17][CH:18]=3)[NH:13][C:12](=[O:21])[CH:11]=2)[CH:5]=[CH:6][CH:7]=1.Cl[C:23]1[C:32]2[C:27](=[CH:28][CH:29]=[CH:30][CH:31]=2)[CH:26]=[CH:25][N:24]=1. (7) Given the product [CH2:1]([O:8][C:9]1[CH:18]=[C:17]2[C:12]([C:13]([O:19][C:20]3[CH:26]=[CH:25][C:23]([NH:24][C:41]([NH:52][CH2:49][CH2:50][CH3:51])=[O:47])=[C:22]([Cl:27])[CH:21]=3)=[N:14][CH:15]=[N:16]2)=[CH:11][C:10]=1[O:28][CH3:29])[C:2]1[CH:7]=[CH:6][CH:5]=[CH:4][CH:3]=1, predict the reactants needed to synthesize it. The reactants are: [CH2:1]([O:8][C:9]1[CH:18]=[C:17]2[C:12]([C:13]([O:19][C:20]3[CH:26]=[CH:25][C:23]([NH2:24])=[C:22]([Cl:27])[CH:21]=3)=[N:14][CH:15]=[N:16]2)=[CH:11][C:10]=1[O:28][CH3:29])[C:2]1[CH:7]=[CH:6][CH:5]=[CH:4][CH:3]=1.C(N(CC)CC)C.ClC(Cl)(O[C:41](=[O:47])OC(Cl)(Cl)Cl)Cl.[CH2:49]([NH2:52])[CH2:50][CH3:51]. (8) Given the product [C:1]([C:5]1[CH:23]=[CH:22][C:8]([CH2:9][N:10]2[C:18]3[C:13](=[CH:14][C:15]([NH2:19])=[CH:16][CH:17]=3)[CH:12]=[CH:11]2)=[CH:7][CH:6]=1)([CH3:4])([CH3:2])[CH3:3], predict the reactants needed to synthesize it. The reactants are: [C:1]([C:5]1[CH:23]=[CH:22][C:8]([CH2:9][N:10]2[C:18]3[C:13](=[CH:14][C:15]([N+:19]([O-])=O)=[CH:16][CH:17]=3)[CH:12]=[CH:11]2)=[CH:7][CH:6]=1)([CH3:4])([CH3:3])[CH3:2].NN.CCOC(C)=O. (9) Given the product [CH2:13]([O:20][C:21]([N:23]1[CH2:28][CH2:27][N:26]([C:11]#[N:10])[CH:25]([CH2:29][CH2:30][O:31][CH3:32])[CH2:24]1)=[O:22])[C:14]1[CH:19]=[CH:18][CH:17]=[CH:16][CH:15]=1, predict the reactants needed to synthesize it. The reactants are: CCN(C(C)C)C(C)C.[N:10]#[C:11]Br.[CH2:13]([O:20][C:21]([N:23]1[CH2:28][CH2:27][NH:26][CH:25]([CH2:29][CH2:30][O:31][CH3:32])[CH2:24]1)=[O:22])[C:14]1[CH:19]=[CH:18][CH:17]=[CH:16][CH:15]=1. (10) Given the product [C:18]([OH:20])(=[O:19])[CH2:17][CH2:16][CH2:15][CH2:14][CH2:13][CH2:12][CH2:11][CH2:9][CH3:8].[C:18]([OH:20])(=[O:19])[CH2:17][CH2:16][CH2:15][CH2:14][CH2:13][CH2:12][CH2:11][CH2:9][CH2:8][CH2:7][CH3:6].[CH3:1][CH2:2][C@H:3]1[O:20][C:18](=[O:19])[CH2:17][C@@H:16]([OH:21])[C@H:15]([CH3:22])[C@@H:14]([O:23][C@@H:24]2[O:29][C@H:28]([CH3:30])[C@@H:27]([OH:31])[C@H:26]([N:32]([CH3:34])[CH3:33])[C@H:25]2[OH:35])[C@@H:13]([CH2:36][CH2:37][N:38]2[CH2:39][C@@H:40]([CH3:45])[CH2:41][C@@H:42]([CH3:44])[CH2:43]2)[CH2:12][C@@H:11]([CH3:46])[C:9](=[O:10])[CH:8]=[CH:7][C:6]([CH3:47])=[CH:5][C@@H:4]1[CH2:48][O:49][C@@H:50]1[O:55][C@H:54]([CH3:56])[C@@H:53]([OH:57])[C@@H:52]([O:58][CH3:59])[C@H:51]1[O:60][CH3:61], predict the reactants needed to synthesize it. The reactants are: [CH3:1][CH2:2][C@H:3]1[O:20][C:18](=[O:19])[CH2:17][C@@H:16]([OH:21])[C@H:15]([CH3:22])[C@@H:14]([O:23][C@@H:24]2[O:29][C@H:28]([CH3:30])[C@@H:27]([OH:31])[C@H:26]([N:32]([CH3:34])[CH3:33])[C@H:25]2[OH:35])[C@@H:13]([CH2:36][CH2:37][N:38]2[CH2:43][C@@H:42]([CH3:44])[CH2:41][C@@H:40]([CH3:45])[CH2:39]2)[CH2:12][C@@H:11]([CH3:46])[C:9](=[O:10])[CH:8]=[CH:7][C:6]([CH3:47])=[CH:5][C@@H:4]1[CH2:48][O:49][C@@H:50]1[O:55][C@H:54]([CH3:56])[C@@H:53]([OH:57])[C@@H:52]([O:58][CH3:59])[C@H:51]1[O:60][CH3:61].OP([O-])(O)=O.OP([O-])([O-])=O.[Na+].[Na+].[Na+].[Cl-].[Cl-].[K+].[K+].